Dataset: Full USPTO retrosynthesis dataset with 1.9M reactions from patents (1976-2016). Task: Predict the reactants needed to synthesize the given product. (1) Given the product [ClH:1].[Cl:1][C:2]1[CH:3]=[C:4]([C:9]2([C:22]([F:24])([F:23])[F:25])[O:13][N:12]=[C:11]([C:14]3[CH:15]=[C:16]([CH:19]=[CH:20][CH:21]=3)[CH2:17][NH2:18])[CH2:10]2)[CH:5]=[C:6]([Cl:8])[CH:7]=1, predict the reactants needed to synthesize it. The reactants are: [Cl:1][C:2]1[CH:3]=[C:4]([C:9]2([C:22]([F:25])([F:24])[F:23])[O:13][N:12]=[C:11]([C:14]3[CH:15]=[C:16]([CH:19]=[CH:20][CH:21]=3)[C:17]#[N:18])[CH2:10]2)[CH:5]=[C:6]([Cl:8])[CH:7]=1.[H-].[H-].[H-].[H-].[Li+].[Al+3]. (2) The reactants are: [C:1]([N:4]1[CH2:9][CH2:8][C:7]2[N:10](C3CCOCC3)[N:11]=[C:12]([N:13]3[C:22]4[C:17](=[CH:18][C:19](Br)=[C:20]([C:23]#N)[CH:21]=4)CCC3)[C:6]=2[CH2:5]1)(=[O:3])[CH3:2].C([O-])([O-])=O.[Cs+].[Cs+].Cl[CH2:39][CH2:40][O:41][CH3:42]. Given the product [CH3:42][O:41][CH2:40][CH2:39][N:10]1[C:7]2[CH2:8][CH2:9][N:4]([C:1](=[O:3])[CH3:2])[CH2:5][C:6]=2[C:12]([NH:13][C:22]2[CH:21]=[C:20]([CH3:23])[CH:19]=[CH:18][CH:17]=2)=[N:11]1, predict the reactants needed to synthesize it. (3) Given the product [C:3]([O:7][C:8]([N:10]1[CH2:15][CH2:14][N:13]([C:16]([O:18][C:19]([CH3:22])([CH3:21])[CH3:20])=[O:17])[CH2:12][CH:11]1[CH:23]([C:25]1[CH:30]=[CH:29][CH:28]=[CH:27][C:26]=1[N:31]1[C:39]2[C:38](=[O:40])[N:37]([CH3:41])[C:36](=[O:42])[N:35]([CH3:43])[C:34]=2[N:33]=[CH:32]1)[O:24][C:44]([S:46][CH3:47])=[S:45])=[O:9])([CH3:4])([CH3:5])[CH3:6], predict the reactants needed to synthesize it. The reactants are: [H-].[Na+].[C:3]([O:7][C:8]([N:10]1[CH2:15][CH2:14][N:13]([C:16]([O:18][C:19]([CH3:22])([CH3:21])[CH3:20])=[O:17])[CH2:12][CH:11]1[CH:23]([C:25]1[CH:30]=[CH:29][CH:28]=[CH:27][C:26]=1[N:31]1[C:39]2[C:38](=[O:40])[N:37]([CH3:41])[C:36](=[O:42])[N:35]([CH3:43])[C:34]=2[N:33]=[CH:32]1)[OH:24])=[O:9])([CH3:6])([CH3:5])[CH3:4].[C:44](=[S:46])=[S:45].[CH3:47]I.